From a dataset of Forward reaction prediction with 1.9M reactions from USPTO patents (1976-2016). Predict the product of the given reaction. (1) Given the reactants [N+:1]([C:4]1[CH:9]=[CH:8][C:7]([N:10]2[CH2:15][CH2:14][CH2:13][CH2:12][CH2:11]2)=[CH:6][C:5]=1B1OC(C)(C)C(C)(C)O1)([O-:3])=[O:2].Cl[C:26]1[CH:31]=[C:30]([F:32])[CH:29]=[CH:28][N:27]=1.C1(P(C2CCCCC2)C2C=CC=CC=2C2C(OC)=CC=CC=2OC)CCCCC1, predict the reaction product. The product is: [F:32][C:30]1[CH:29]=[CH:28][N:27]=[C:26]([C:5]2[CH:6]=[C:7]([N:10]3[CH2:11][CH2:12][CH2:13][CH2:14][CH2:15]3)[CH:8]=[CH:9][C:4]=2[N+:1]([O-:3])=[O:2])[CH:31]=1. (2) Given the reactants [Br:1][C:2]1[CH:7]=[CH:6][CH:5]=[CH:4][C:3]=1[S:8][C:9]1[CH:16]=[CH:15][C:12]([CH:13]=[O:14])=[CH:11][CH:10]=1.[BH4-].[Na+], predict the reaction product. The product is: [Br:1][C:2]1[CH:7]=[CH:6][CH:5]=[CH:4][C:3]=1[S:8][C:9]1[CH:16]=[CH:15][C:12]([CH2:13][OH:14])=[CH:11][CH:10]=1. (3) Given the reactants [C:1]([NH:5][C:6]1[C:15]([CH3:16])=[N:14][C:13]2[C:8](=[C:9](B3OC(C)(C)C(C)(C)O3)[CH:10]=[CH:11][CH:12]=2)[N:7]=1)([CH3:4])([CH3:3])[CH3:2].CC(C1C=C(C(C)C)C(C2C=CC=CC=2P(C2CCCCC2)C2CCCCC2)=C(C(C)C)C=1)C.Br[C:61]1[CH:62]=[C:63]2[C:68](=[O:69])[N:67]([CH2:70][C:71]3[CH:76]=[CH:75][C:74]([O:77][CH3:78])=[CH:73][C:72]=3[O:79][CH3:80])[CH2:66][CH2:65][N:64]2[CH:81]=1.P([O-])([O-])([O-])=O.[K+].[K+].[K+].[OH-].[Na+], predict the reaction product. The product is: [C:1]([NH:5][C:6]1[C:15]([CH3:16])=[N:14][C:13]2[C:8]([N:7]=1)=[C:9]([C:61]1[CH:62]=[C:63]3[C:68](=[O:69])[N:67]([CH2:70][C:71]4[CH:76]=[CH:75][C:74]([O:77][CH3:78])=[CH:73][C:72]=4[O:79][CH3:80])[CH2:66][CH2:65][N:64]3[CH:81]=1)[CH:10]=[CH:11][CH:12]=2)([CH3:2])([CH3:3])[CH3:4]. (4) Given the reactants S(Cl)([Cl:3])=O.[C:5]1([N:11]2[CH:15]=[N:14][C:13]([CH2:16]O)=[N:12]2)[CH:10]=[CH:9][CH:8]=[CH:7][CH:6]=1, predict the reaction product. The product is: [Cl:3][CH2:16][C:13]1[N:14]=[CH:15][N:11]([C:5]2[CH:10]=[CH:9][CH:8]=[CH:7][CH:6]=2)[N:12]=1. (5) Given the reactants [CH2:1]([O:8][C:9]1[CH:14]=[CH:13][C:12](Br)=[C:11]([O:16][CH3:17])[CH:10]=1)[C:2]1[CH:7]=[CH:6][CH:5]=[CH:4][CH:3]=1.C([Li])CCC.[B:23](OCC)([O:27]CC)[O:24]CC, predict the reaction product. The product is: [CH2:1]([O:8][C:9]1[CH:14]=[CH:13][C:12]([B:23]([OH:27])[OH:24])=[C:11]([O:16][CH3:17])[CH:10]=1)[C:2]1[CH:7]=[CH:6][CH:5]=[CH:4][CH:3]=1.